Dataset: Forward reaction prediction with 1.9M reactions from USPTO patents (1976-2016). Task: Predict the product of the given reaction. (1) Given the reactants [CH2:1]([O:3][C:4]([C:6]1[C:7]([O:25][C:26](=[O:28])[CH3:27])=[C:8]2[CH:16]=[CH:15][N:14]([C:17]3[CH:22]=[CH:21][C:20]([O:23][CH3:24])=[CH:19][CH:18]=3)[C:9]2=[C:10]([C:12]#[N:13])[N:11]=1)=[O:5])[CH3:2].C1C(=O)N([Cl:36])C(=O)C1, predict the reaction product. The product is: [CH2:1]([O:3][C:4]([C:6]1[C:7]([O:25][C:26](=[O:28])[CH3:27])=[C:8]2[C:16]([Cl:36])=[CH:15][N:14]([C:17]3[CH:22]=[CH:21][C:20]([O:23][CH3:24])=[CH:19][CH:18]=3)[C:9]2=[C:10]([C:12]#[N:13])[N:11]=1)=[O:5])[CH3:2]. (2) Given the reactants C[C:2]1([C:8]([OH:10])=[O:9])[CH2:7][CH2:6][CH2:5][CH2:4][CH2:3]1.[CH:11](NC(C)C)(C)C.[Li].[CH3:19][O:20][C:21](Cl)=[O:22], predict the reaction product. The product is: [C:2]1([C:8]([O:10][CH3:11])=[O:9])([C:21]([O:20][CH3:19])=[O:22])[CH2:7][CH2:6][CH2:5][CH2:4][CH2:3]1. (3) Given the reactants [N+:1]([C:4]1[CH:13]=[C:12]2[C:7]([CH2:8][CH2:9][CH2:10][NH:11]2)=[CH:6][CH:5]=1)([O-:3])=[O:2].[C:14](=O)([O-])[O-].[K+].[K+].IC, predict the reaction product. The product is: [CH3:14][N:11]1[C:12]2[C:7](=[CH:6][CH:5]=[C:4]([N+:1]([O-:3])=[O:2])[CH:13]=2)[CH2:8][CH2:9][CH2:10]1. (4) Given the reactants [C:1]1([C:42]2[CH:47]=[CH:46][CH:45]=[CH:44][CH:43]=2)[CH:6]=[CH:5][C:4]([C:7](=[N:9][O:10][CH2:11][CH2:12][O:13][C:14]2[CH:19]=[CH:18][C:17]([CH2:20][C@H:21]([O:31][C:32]3[CH:37]=[CH:36][C:35]([C:38]([CH3:41])([CH3:40])[CH3:39])=[CH:34][CH:33]=3)[C:22]([O:24]CC[Si](C)(C)C)=[O:23])=[CH:16][CH:15]=2)[CH3:8])=[CH:3][CH:2]=1.[F-].C([N+](CCCC)(CCCC)CCCC)CCC, predict the reaction product. The product is: [C:1]1([C:42]2[CH:47]=[CH:46][CH:45]=[CH:44][CH:43]=2)[CH:2]=[CH:3][C:4]([C:7](=[N:9][O:10][CH2:11][CH2:12][O:13][C:14]2[CH:19]=[CH:18][C:17]([CH2:20][C@H:21]([O:31][C:32]3[CH:33]=[CH:34][C:35]([C:38]([CH3:39])([CH3:40])[CH3:41])=[CH:36][CH:37]=3)[C:22]([OH:24])=[O:23])=[CH:16][CH:15]=2)[CH3:8])=[CH:5][CH:6]=1.